From a dataset of Full USPTO retrosynthesis dataset with 1.9M reactions from patents (1976-2016). Predict the reactants needed to synthesize the given product. The reactants are: CS[C:3]1[S:4]/[C:5](=[CH:9]\[C:10]2[CH:11]=[C:12]3[C:17](=[CH:18][CH:19]=2)[N:16]=[CH:15][CH:14]=[CH:13]3)/[C:6](=[O:8])[N:7]=1.[OH:20][CH2:21][CH:22]([NH2:28])[C:23]1[S:24][CH:25]=[CH:26][CH:27]=1.CCN(C(C)C)C(C)C. Given the product [OH:20][CH2:21][CH:22]([NH:28][C:3]1[S:4]/[C:5](=[CH:9]\[C:10]2[CH:11]=[C:12]3[C:17](=[CH:18][CH:19]=2)[N:16]=[CH:15][CH:14]=[CH:13]3)/[C:6](=[O:8])[N:7]=1)[C:23]1[S:24][CH:25]=[CH:26][CH:27]=1, predict the reactants needed to synthesize it.